This data is from Reaction yield outcomes from USPTO patents with 853,638 reactions. The task is: Predict the reaction yield, written as a fraction of the theoretical maximum amount of product (1.0 means a 100% yield; for example, 0.34 means a 34% yield). The reactants are [F:1][C:2]1[CH:25]=[CH:24][C:23]([O:26][C:27]([F:30])([F:29])[F:28])=[CH:22][C:3]=1[CH2:4][O:5][C:6]1[CH:11]=[CH:10][C:9]([C:12]2([CH2:16][C:17]([O:19]CC)=[O:18])[CH2:15][O:14][CH2:13]2)=[CH:8][CH:7]=1. The catalyst is C1COCC1.CO.O.[OH-].[Li+]. The product is [F:1][C:2]1[CH:25]=[CH:24][C:23]([O:26][C:27]([F:30])([F:28])[F:29])=[CH:22][C:3]=1[CH2:4][O:5][C:6]1[CH:11]=[CH:10][C:9]([C:12]2([CH2:16][C:17]([OH:19])=[O:18])[CH2:15][O:14][CH2:13]2)=[CH:8][CH:7]=1. The yield is 0.840.